This data is from Full USPTO retrosynthesis dataset with 1.9M reactions from patents (1976-2016). The task is: Predict the reactants needed to synthesize the given product. Given the product [C:1]([C:3]1([C:6]([N:45]2[CH2:46][CH:41]([C:38]3[CH:37]=[CH:36][C:35]([C:34]([F:57])([F:56])[F:33])=[CH:40][CH:39]=3)[CH2:42][CH:43]([NH:47][C:48]([C:49]3[CH:50]=[CH:51][CH:52]=[CH:53][CH:54]=3)=[O:55])[CH2:44]2)=[O:8])[CH2:5][CH2:4]1)#[N:2], predict the reactants needed to synthesize it. The reactants are: [C:1]([C:3]1([C:6]([OH:8])=O)[CH2:5][CH2:4]1)#[N:2].CN(C(ON1N=NC2C=CC=NC1=2)=[N+](C)C)C.F[P-](F)(F)(F)(F)F.[F:33][C:34]([F:57])([F:56])[C:35]1[CH:40]=[CH:39][C:38]([CH:41]2[CH2:46][NH:45][CH2:44][CH:43]([NH:47][C:48](=[O:55])[C:49]3[CH:54]=[CH:53][CH:52]=[CH:51][CH:50]=3)[CH2:42]2)=[CH:37][CH:36]=1.